This data is from NCI-60 drug combinations with 297,098 pairs across 59 cell lines. The task is: Regression. Given two drug SMILES strings and cell line genomic features, predict the synergy score measuring deviation from expected non-interaction effect. (1) Drug 1: CC1=C(C=C(C=C1)C(=O)NC2=CC(=CC(=C2)C(F)(F)F)N3C=C(N=C3)C)NC4=NC=CC(=N4)C5=CN=CC=C5. Drug 2: CC1=C2C(C(=O)C3(C(CC4C(C3C(C(C2(C)C)(CC1OC(=O)C(C(C5=CC=CC=C5)NC(=O)OC(C)(C)C)O)O)OC(=O)C6=CC=CC=C6)(CO4)OC(=O)C)O)C)O. Cell line: A549. Synergy scores: CSS=7.66, Synergy_ZIP=13.0, Synergy_Bliss=13.0, Synergy_Loewe=1.20, Synergy_HSA=1.73. (2) Drug 1: CS(=O)(=O)C1=CC(=C(C=C1)C(=O)NC2=CC(=C(C=C2)Cl)C3=CC=CC=N3)Cl. Drug 2: COC1=C(C=C2C(=C1)N=CN=C2NC3=CC(=C(C=C3)F)Cl)OCCCN4CCOCC4. Cell line: MDA-MB-435. Synergy scores: CSS=20.2, Synergy_ZIP=11.9, Synergy_Bliss=16.8, Synergy_Loewe=5.31, Synergy_HSA=9.62.